This data is from Full USPTO retrosynthesis dataset with 1.9M reactions from patents (1976-2016). The task is: Predict the reactants needed to synthesize the given product. (1) Given the product [Cl:10][C:8]1[C:7]([CH3:11])=[C:6]([C:12]2[N:17]=[C:16]([C:18]([N:20]([CH3:21])[CH3:22])=[O:19])[CH:15]=[CH:14][CH:13]=2)[C:5]([O:23][CH3:24])=[C:4]([CH:2]([NH:1][C:26]2[N:34]=[CH:33][N:32]=[C:31]3[C:27]=2[N:28]=[CH:29][N:30]3[CH:35]2[CH2:40][CH2:39][CH2:38][CH2:37][O:36]2)[CH3:3])[CH:9]=1, predict the reactants needed to synthesize it. The reactants are: [NH2:1][CH:2]([C:4]1[C:5]([O:23][CH3:24])=[C:6]([C:12]2[N:17]=[C:16]([C:18]([N:20]([CH3:22])[CH3:21])=[O:19])[CH:15]=[CH:14][CH:13]=2)[C:7]([CH3:11])=[C:8]([Cl:10])[CH:9]=1)[CH3:3].Cl[C:26]1[N:34]=[CH:33][N:32]=[C:31]2[C:27]=1[N:28]=[CH:29][N:30]2[CH:35]1[CH2:40][CH2:39][CH2:38][CH2:37][O:36]1.COCCO.CCN(C(C)C)C(C)C. (2) Given the product [N:20]1([C:14]2[CH:15]=[CH:16][CH:17]=[C:18]3[C:13]=2[N:12]=[CH:11][C:10]([S:7]([C:1]2[CH:6]=[CH:5][CH:4]=[CH:3][CH:2]=2)(=[O:8])=[O:9])=[CH:19]3)[CH2:24][CH2:23][C@H:22]2[CH2:25][NH:26][CH2:27][C@@H:21]12, predict the reactants needed to synthesize it. The reactants are: [C:1]1([S:7]([C:10]2[CH:11]=[N:12][C:13]3[C:18]([CH:19]=2)=[CH:17][CH:16]=[CH:15][C:14]=3[N:20]2[CH2:24][CH2:23][C@H:22]3[CH2:25][N:26](C(OCC)=O)[CH2:27][C@@H:21]23)(=[O:9])=[O:8])[CH:6]=[CH:5][CH:4]=[CH:3][CH:2]=1.C[Si](I)(C)C.CO.